The task is: Regression/Classification. Given a drug SMILES string, predict its toxicity properties. Task type varies by dataset: regression for continuous values (e.g., LD50, hERG inhibition percentage) or binary classification for toxic/non-toxic outcomes (e.g., AMES mutagenicity, cardiotoxicity, hepatotoxicity). Dataset: herg_karim.. This data is from hERG potassium channel inhibition data for cardiac toxicity prediction from Karim et al.. The compound is CCC(=O)C(CC(C)N(C)C)(c1ccccc1)c1ccccc1. The result is 1 (blocker).